Dataset: Full USPTO retrosynthesis dataset with 1.9M reactions from patents (1976-2016). Task: Predict the reactants needed to synthesize the given product. (1) Given the product [Cl:34][C:22]1[C:21]([N:35]2[CH2:36][C@H:37]([CH3:42])[O:38][C@H:39]([CH3:41])[CH2:40]2)=[C:20]([CH2:19][OH:18])[N:25]=[C:24]2[C:31]([CH3:33])=[N:30][O:29][C:23]=12, predict the reactants needed to synthesize it. The reactants are: [Si]([O:18][CH2:19][C:20]1[N:25]=[C:24](C(=O)C)[C:23]([O:29][N:30]=[C:31]([CH3:33])C)=[C:22]([Cl:34])[C:21]=1[N:35]1[CH2:40][C@H:39]([CH3:41])[O:38][C@H:37]([CH3:42])[CH2:36]1)(C(C)(C)C)(C1C=CC=CC=1)C1C=CC=CC=1.Cl. (2) Given the product [F:1][C:2]1[CH:3]=[CH:4][C:5]([C:8]2[N:9]=[CH:10][C:11](/[CH:21]=[CH:22]/[C:23]([OH:25])=[O:24])=[N:12][C:13]=2[C:14]2[CH:19]=[CH:18][C:17]([F:20])=[CH:16][CH:15]=2)=[CH:6][CH:7]=1, predict the reactants needed to synthesize it. The reactants are: [F:1][C:2]1[CH:7]=[CH:6][C:5]([C:8]2[N:9]=[CH:10][C:11](/[CH:21]=[CH:22]/[C:23]([O:25]C)=[O:24])=[N:12][C:13]=2[C:14]2[CH:19]=[CH:18][C:17]([F:20])=[CH:16][CH:15]=2)=[CH:4][CH:3]=1.[OH-].[Na+]. (3) Given the product [CH2:1]([O:8][C:9]1[CH:10]=[CH:11][C:12]2[O:16][C:15]([C:17]([C:22]3[CH:27]=[CH:26][C:25]([O:28][CH2:32][C:33](=[O:38])[C:34]([CH3:37])([CH3:36])[CH3:35])=[C:24]([CH3:29])[CH:23]=3)([CH2:20][CH3:21])[CH2:18][CH3:19])=[CH:14][C:13]=2[CH:30]=1)[C:2]1[CH:7]=[CH:6][CH:5]=[CH:4][CH:3]=1, predict the reactants needed to synthesize it. The reactants are: [CH2:1]([O:8][C:9]1[CH:10]=[CH:11][C:12]2[O:16][C:15]([C:17]([C:22]3[CH:27]=[CH:26][C:25]([OH:28])=[C:24]([CH3:29])[CH:23]=3)([CH2:20][CH3:21])[CH2:18][CH3:19])=[CH:14][C:13]=2[CH:30]=1)[C:2]1[CH:7]=[CH:6][CH:5]=[CH:4][CH:3]=1.Br[CH2:32][C:33](=[O:38])[C:34]([CH3:37])([CH3:36])[CH3:35].C([O-])([O-])=O.[K+].[K+].